Dataset: Full USPTO retrosynthesis dataset with 1.9M reactions from patents (1976-2016). Task: Predict the reactants needed to synthesize the given product. Given the product [CH:3]1[C:16]2[C:15](=[O:17])[C:14]3[C:9](=[CH:10][CH:11]=[CH:12][CH:13]=3)[C:8](=[O:18])[C:7]=2[CH:6]=[CH:5][C:4]=1[S:19]([Cl:25])(=[O:22])=[O:20], predict the reactants needed to synthesize it. The reactants are: O.[Na+].[CH:3]1[C:16]2[C:15](=[O:17])[C:14]3[C:9](=[CH:10][CH:11]=[CH:12][CH:13]=3)[C:8](=[O:18])[C:7]=2[CH:6]=[CH:5][C:4]=1[S:19]([O-:22])(=O)=[O:20].S(Cl)([Cl:25])=O.CN(C=O)C.